This data is from Full USPTO retrosynthesis dataset with 1.9M reactions from patents (1976-2016). The task is: Predict the reactants needed to synthesize the given product. (1) Given the product [N:20]1[CH:25]=[CH:24][CH:23]=[C:22]([C:26]2[CH:27]=[CH:28][C:29]([CH2:30][N:4]3[CH2:3][CH2:2][N:1]([C:7]4[CH:8]=[CH:9][C:10]5[N:11]([C:13]([C:16]([F:17])([F:18])[F:19])=[N:14][N:15]=5)[N:12]=4)[CH2:6][CH2:5]3)=[CH:32][CH:33]=2)[CH:21]=1, predict the reactants needed to synthesize it. The reactants are: [N:1]1([C:7]2[CH:8]=[CH:9][C:10]3[N:11]([C:13]([C:16]([F:19])([F:18])[F:17])=[N:14][N:15]=3)[N:12]=2)[CH2:6][CH2:5][NH:4][CH2:3][CH2:2]1.[N:20]1[CH:25]=[CH:24][CH:23]=[C:22]([C:26]2[CH:33]=[CH:32][C:29]([CH:30]=O)=[CH:28][CH:27]=2)[CH:21]=1. (2) Given the product [CH3:1][CH2:2][N:3]([CH2:6][CH2:7][NH:8][C:9]([C:11]1[C:12]([CH3:29])=[C:13](/[CH:17]=[C:18]2/[C:19]3[CH:20]=[C:21]([F:28])[CH:22]=[CH:23][C:24]=3[NH:25][C:26]/2=[O:27])[NH:14][C:15]=1[CH3:16])=[O:10])[CH2:4][CH3:5].[CH2:33]([C:34]([OH:36])=[O:35])[C@H:31]([OH:32])[C:30]([OH:38])=[O:37], predict the reactants needed to synthesize it. The reactants are: [CH3:1][CH2:2][N:3]([CH2:6][CH2:7][NH:8][C:9]([C:11]1[C:12]([CH3:29])=[C:13](/[CH:17]=[C:18]2/[C:19]3[CH:20]=[C:21]([F:28])[CH:22]=[CH:23][C:24]=3[NH:25][C:26]/2=[O:27])[NH:14][C:15]=1[CH3:16])=[O:10])[CH2:4][CH3:5].[C:30]([OH:38])(=[O:37])[C@H:31]([CH2:33][C:34]([OH:36])=[O:35])[OH:32].C(OC(C)C)(=O)C. (3) The reactants are: [C:1]([O:5][C:6]([NH:8][CH:9]([C:13]1[CH:18]=[CH:17][C:16]([CH3:19])=[CH:15][CH:14]=1)[C:10]([OH:12])=[O:11])=[O:7])([CH3:4])([CH3:3])[CH3:2].C(=NC1CCCCC1)=NC1CCCCC1.N1(O)C2C=CC=CC=2N=N1.[N:45]12[CH2:52][CH2:51][CH:48]([CH2:49][CH2:50]1)[C@@H:47](O)[CH2:46]2. Given the product [C:1]([O:5][C:6]([NH:8][CH:9]([C:13]1[CH:18]=[CH:17][C:16]([CH3:19])=[CH:15][CH:14]=1)[C:10]([O:12][C@@H:47]1[CH:48]2[CH2:51][CH2:52][N:45]([CH2:50][CH2:49]2)[CH2:46]1)=[O:11])=[O:7])([CH3:4])([CH3:3])[CH3:2], predict the reactants needed to synthesize it. (4) Given the product [CH2:1]([N:8]1[C:13]([C:29]2[CH:30]=[CH:31][C:26]([Cl:25])=[CH:27][CH:28]=2)=[C:12]([C:29]2[CH:30]=[CH:31][C:26]([Cl:25])=[CH:27][CH:28]=2)[C:11](=[O:16])[N:10]([CH2:17][C:18]2[CH:23]=[CH:22][CH:21]=[CH:20][CH:19]=2)[C:9]1=[O:24])[C:2]1[CH:7]=[CH:6][CH:5]=[CH:4][CH:3]=1, predict the reactants needed to synthesize it. The reactants are: [CH2:1]([N:8]1[C:13](Cl)=[C:12](Br)[C:11](=[O:16])[N:10]([CH2:17][C:18]2[CH:23]=[CH:22][CH:21]=[CH:20][CH:19]=2)[C:9]1=[O:24])[C:2]1[CH:7]=[CH:6][CH:5]=[CH:4][CH:3]=1.[Cl:25][C:26]1[CH:31]=[CH:30][C:29](B(O)O)=[CH:28][CH:27]=1.C([O-])([O-])=O.[Na+].[Na+]. (5) Given the product [CH2:5]([C:4]1[N:12]=[C:11]([SH:10])[NH:2][CH:3]=1)[CH:6]([CH3:8])[CH3:7], predict the reactants needed to synthesize it. The reactants are: Cl.[NH2:2][CH2:3][C:4](=O)[CH2:5][CH:6]([CH3:8])[CH3:7].[S-:10][C:11]#[N:12].[K+]. (6) Given the product [CH3:3][CH:2]([C:4]1[C:9]([CH:10]=[CH:11][CH:12]([OH:24])[CH2:13][CH:14]([OH:23])[CH2:15][C:16]([O-:18])=[O:17])=[C:8]([C:25]2[CH:26]=[CH:27][C:28]([F:31])=[CH:29][CH:30]=2)[N:7]=[C:6]([N:32]([S:34]([CH3:37])(=[O:36])=[O:35])[CH3:33])[N:5]=1)[CH3:1].[Na+:39], predict the reactants needed to synthesize it. The reactants are: [CH3:1][CH:2]([C:4]1[C:9](/[CH:10]=[CH:11]/[C@@H:12]([OH:24])[CH2:13][C@@H:14]([OH:23])[CH2:15][C:16]([O:18]C(C)(C)C)=[O:17])=[C:8]([C:25]2[CH:30]=[CH:29][C:28]([F:31])=[CH:27][CH:26]=2)[N:7]=[C:6]([N:32]([S:34]([CH3:37])(=[O:36])=[O:35])[CH3:33])[N:5]=1)[CH3:3].[OH-].[Na+:39]. (7) Given the product [F:1][C:2]1[C:3]([NH:13][C:22]([NH:21][CH2:20][C:19]2[CH:18]=[CH:17][C:16]([C:15]([F:14])([F:27])[F:26])=[CH:25][CH:24]=2)=[O:23])=[C:4]2[C:9](=[CH:10][CH:11]=1)[CH:8]=[N:7][C:6]([CH3:12])=[CH:5]2, predict the reactants needed to synthesize it. The reactants are: [F:1][C:2]1[CH:11]=[CH:10][C:9]2[CH:8]=[N:7][C:6]([CH3:12])=[CH:5][C:4]=2[C:3]=1[NH2:13].[F:14][C:15]([F:27])([F:26])[C:16]1[CH:25]=[CH:24][C:19]([CH2:20][N:21]=[C:22]=[O:23])=[CH:18][CH:17]=1. (8) Given the product [CH:22]1([N:14]([CH:12]([C:7]2[CH:6]=[C:5]3[C:10]([CH:2]=[N:3][N:4]3[CH2:25][CH2:26][CH2:27][O:28][CH3:29])=[CH:9][CH:8]=2)[CH3:13])[C:15](=[O:21])[O:16][C:17]([CH3:19])([CH3:20])[CH3:18])[CH2:23][CH2:24]1, predict the reactants needed to synthesize it. The reactants are: Br[C:2]1[C:10]2[C:5](=[CH:6][C:7]([CH:12]([N:14]([CH:22]3[CH2:24][CH2:23]3)[C:15](=[O:21])[O:16][C:17]([CH3:20])([CH3:19])[CH3:18])[CH3:13])=[CH:8][C:9]=2I)[N:4]([CH2:25][CH2:26][CH2:27][O:28][CH3:29])[N:3]=1.C(N(C(C)C)CC)(C)C. (9) Given the product [CH3:12][CH:8]1[CH2:7][C:6]2[C:10](=[C:2]([C:13]3[CH:18]=[CH:17][CH:16]=[CH:15][CH:14]=3)[CH:3]=[CH:4][CH:5]=2)[C:9]1=[O:11], predict the reactants needed to synthesize it. The reactants are: Cl[C:2]1[CH:3]=[CH:4][CH:5]=[C:6]2[C:10]=1[C:9](=[O:11])[CH:8]([CH3:12])[CH2:7]2.[C:13]1(B(O)O)[CH:18]=[CH:17][CH:16]=[CH:15][CH:14]=1.C(=O)([O-])[O-].[Na+].[Na+].O. (10) Given the product [Br:17][C:13]1[CH:12]=[C:11]2[C:16](=[CH:15][CH:14]=1)[N:7]([CH2:6][CH:2]=[O:1])[C:8](=[O:18])[CH:9]=[CH:10]2, predict the reactants needed to synthesize it. The reactants are: [O:1]1CCO[CH:2]1[CH2:6][N:7]1[C:16]2[C:11](=[CH:12][C:13]([Br:17])=[CH:14][CH:15]=2)[CH:10]=[CH:9][C:8]1=[O:18].C(=O)([O-])O.[Na+].